This data is from Reaction yield outcomes from USPTO patents with 853,638 reactions. The task is: Predict the reaction yield, written as a fraction of the theoretical maximum amount of product (1.0 means a 100% yield; for example, 0.34 means a 34% yield). (1) The reactants are [CH2:1]([C@H:8]([NH:33][C:34](=[O:40])[O:35][C:36]([CH3:39])([CH3:38])[CH3:37])[C@@H:9]([OH:32])[CH2:10][N:11](CC1C=CC=CC=1)[NH:12][C:13](=[O:24])[C@@H:14]([NH:19][C:20]([O:22][CH3:23])=[O:21])[C:15]([CH3:18])([CH3:17])[CH3:16])[C:2]1[CH:7]=[CH:6][CH:5]=[CH:4][CH:3]=1.Cl.[H][H]. The catalyst is CO.[OH-].[OH-].[Pd+2]. The product is [CH2:1]([C@H:8]([NH:33][C:34](=[O:40])[O:35][C:36]([CH3:39])([CH3:38])[CH3:37])[C@@H:9]([OH:32])[CH2:10][NH:11][NH:12][C:13](=[O:24])[C@@H:14]([NH:19][C:20]([O:22][CH3:23])=[O:21])[C:15]([CH3:18])([CH3:17])[CH3:16])[C:2]1[CH:3]=[CH:4][CH:5]=[CH:6][CH:7]=1. The yield is 0.930. (2) The reactants are [CH:1]1([NH:8][C:9]2[O:10][CH2:11][C:12]3[CH:18]=[C:17]([NH2:19])[CH:16]=[CH:15][C:13]=3[N:14]=2)[CH2:7][CH2:6][CH2:5][CH2:4][CH2:3][CH2:2]1.[CH:20]([C:22]1[NH:23][CH:24]=[CH:25][N:26]=1)=O. No catalyst specified. The product is [CH:1]1([NH:8][C:9]2[O:10][CH2:11][C:12]3[CH:18]=[C:17]([NH:19][CH2:20][C:22]4[NH:23][CH:24]=[CH:25][N:26]=4)[CH:16]=[CH:15][C:13]=3[N:14]=2)[CH2:2][CH2:3][CH2:4][CH2:5][CH2:6][CH2:7]1. The yield is 0.740. (3) The reactants are [CH3:1][N:2]1[CH2:8][CH2:7][CH2:6][N:5]([C:9]2[CH:10]=[N:11][C:12]([N+:15]([O-])=O)=[CH:13][CH:14]=2)[CH2:4][CH2:3]1.Br[C:19]1[C:20](=[O:27])[N:21]([CH3:26])[CH:22]=[C:23]([Br:25])[CH:24]=1.C(=O)([O-])[O-].[Cs+].[Cs+].CC1(C)C2C(=C(P(C3C=CC=CC=3)C3C=CC=CC=3)C=CC=2)OC2C(P(C3C=CC=CC=3)C3C=CC=CC=3)=CC=CC1=2. The catalyst is C1C=CC(/C=C/C(/C=C/C2C=CC=CC=2)=O)=CC=1.C1C=CC(/C=C/C(/C=C/C2C=CC=CC=2)=O)=CC=1.C1C=CC(/C=C/C(/C=C/C2C=CC=CC=2)=O)=CC=1.[Pd].[Pd]. The product is [Br:25][C:23]1[CH:24]=[C:19]([NH:15][C:12]2[CH:13]=[CH:14][C:9]([N:5]3[CH2:6][CH2:7][CH2:8][N:2]([CH3:1])[CH2:3][CH2:4]3)=[CH:10][N:11]=2)[C:20](=[O:27])[N:21]([CH3:26])[CH:22]=1. The yield is 0.500.